This data is from Reaction yield outcomes from USPTO patents with 853,638 reactions. The task is: Predict the reaction yield, written as a fraction of the theoretical maximum amount of product (1.0 means a 100% yield; for example, 0.34 means a 34% yield). (1) The reactants are C1(P(C2C=CC=CC=2)C2C=CC=CC=2)C=CC=CC=1.II.CCN(CC)CC.[CH2:29]([O:36][C@H:37]([C:64]([F:67])([F:66])[F:65])[C@@H:38]([NH:53][C:54]1[CH:59]=[CH:58][C:57]([C:60]#[N:61])=[C:56]([Cl:62])[C:55]=1[CH3:63])[C:39]([NH:41][NH:42][C:43](=O)[C:44]1[CH:49]=[CH:48][C:47]([C:50]#[N:51])=[CH:46][CH:45]=1)=[O:40])[C:30]1[CH:35]=[CH:34][CH:33]=[CH:32][CH:31]=1. The catalyst is C(Cl)Cl.C1COCC1. The product is [CH2:29]([O:36][C@H:37]([C:64]([F:65])([F:67])[F:66])[C@@H:38]([NH:53][C:54]1[CH:59]=[CH:58][C:57]([C:60]#[N:61])=[C:56]([Cl:62])[C:55]=1[CH3:63])[C:39]1[O:40][C:43]([C:44]2[CH:49]=[CH:48][C:47]([C:50]#[N:51])=[CH:46][CH:45]=2)=[N:42][N:41]=1)[C:30]1[CH:35]=[CH:34][CH:33]=[CH:32][CH:31]=1. The yield is 0.980. (2) The reactants are [CH2:1]([C:8]1[S:9][C:10]2[CH:16]=[C:15](C3C=C(C4CCNCC4)N4C=3C(N)=NC=N4)[CH:14]=[CH:13][C:11]=2[N:12]=1)[C:2]1[CH:7]=[CH:6][CH:5]=[CH:4][CH:3]=1.[Br:33]C1C=CC2SC(SC)=NC=2C=1.[Br-].C([Zn+])C1C=CC=CC=1. No catalyst specified. The product is [CH2:1]([C:8]1[S:9][C:10]2[CH:16]=[CH:15][C:14]([Br:33])=[CH:13][C:11]=2[N:12]=1)[C:2]1[CH:7]=[CH:6][CH:5]=[CH:4][CH:3]=1. The yield is 0.480. (3) The reactants are C[O-].[Na+].[CH2:4]([CH:9]1[CH2:13][CH2:12][CH2:11][C:10]1=[O:14])[CH2:5][CH2:6][CH2:7][CH3:8].[C:15]1(=O)[CH2:19][CH2:18][CH2:17][CH2:16]1.Cl. The catalyst is C(C1C=CC=CC=1)C. The product is [CH2:4]([CH:9]1[CH2:13][CH2:12][C:11](=[C:15]2[CH2:19][CH2:18][CH2:17][CH2:16]2)[C:10]1=[O:14])[CH2:5][CH2:6][CH2:7][CH3:8]. The yield is 0.280. (4) The reactants are [F:1][C:2]1[CH:7]=[CH:6][C:5]([CH:8]2[CH2:12][CH2:11][CH2:10][C:9]2=[O:13])=[CH:4][CH:3]=1.[C:14](Cl)([N:16]=[C:17]=[O:18])=[O:15]. The catalyst is C(OCC)(=O)C. The product is [F:1][C:2]1[CH:3]=[CH:4][C:5]([CH:8]2[C:9]3[O:13][C:17](=[O:18])[NH:16][C:14](=[O:15])[C:10]=3[CH2:11][CH2:12]2)=[CH:6][CH:7]=1. The yield is 0.525. (5) The reactants are B(Cl)(Cl)Cl.C([O:12][C@H:13]1[C@H:17]([O:18]CC2C=CC=CC=2)[C@@H:16]([CH2:26][O:27]CC2C=CC=CC=2)[S:15][CH:14]1[N:35]1[CH:42]=[CH:41][C:39]([NH2:40])=[N:38][C:36]1=[O:37])C1C=CC=CC=1. The yield is 0.850. The product is [CH:14]1([N:35]2[CH:42]=[CH:41][C:39]([NH2:40])=[N:38][C:36]2=[O:37])[S:15][C@H:16]([CH2:26][OH:27])[C@@H:17]([OH:18])[C@@H:13]1[OH:12]. The catalyst is ClCCl. (6) The reactants are [CH3:1][C:2]([CH3:33])([CH3:32])[CH2:3][C:4]([NH:6][C:7]1[C:8]([CH3:31])=[C:9]([CH3:30])[C:10]2[O:14][CH2:13][CH:12]([C:15]3[CH:20]=[CH:19][C:18]([CH2:21][CH2:22][C:23](OCC)=[O:24])=[CH:17][CH:16]=3)[C:11]=2[C:28]=1[CH3:29])=[O:5]. The catalyst is C(OCC)(=O)C.CCCCCC. The product is [OH:24][CH2:23][CH2:22][CH2:21][C:18]1[CH:17]=[CH:16][C:15]([CH:12]2[C:11]3[C:28]([CH3:29])=[C:7]([NH:6][C:4](=[O:5])[CH2:3][C:2]([CH3:1])([CH3:33])[CH3:32])[C:8]([CH3:31])=[C:9]([CH3:30])[C:10]=3[O:14][CH2:13]2)=[CH:20][CH:19]=1. The yield is 0.770.